From a dataset of Reaction yield outcomes from USPTO patents with 853,638 reactions. Predict the reaction yield, written as a fraction of the theoretical maximum amount of product (1.0 means a 100% yield; for example, 0.34 means a 34% yield). (1) The reactants are [CH3:1]C([O-])(C)C.[K+].O=[C:8]1[CH2:13][CH2:12][N:11]([C:14]([O:16][C:17]([CH3:20])([CH3:19])[CH3:18])=[O:15])[CH2:10][CH2:9]1.[NH4+].[Cl-]. The catalyst is [Br-].C[P+](C1C=CC=CC=1)(C1C=CC=CC=1)C1C=CC=CC=1.CCOCC. The product is [CH2:1]=[C:8]1[CH2:13][CH2:12][N:11]([C:14]([O:16][C:17]([CH3:20])([CH3:19])[CH3:18])=[O:15])[CH2:10][CH2:9]1. The yield is 0.768. (2) The reactants are C[O:2][C:3](=[O:25])[CH2:4][C:5]1[CH:9]=[C:8]([C:10](=[O:18])[C:11]2[CH:16]=[CH:15][C:14]([Cl:17])=[CH:13][CH:12]=2)[S:7][C:6]=1[C:19]1[CH:24]=[CH:23][CH:22]=[CH:21][CH:20]=1.[OH-].[Na+]. The catalyst is C1COCC1.O. The product is [Cl:17][C:14]1[CH:15]=[CH:16][C:11]([C:10]([C:8]2[S:7][C:6]([C:19]3[CH:24]=[CH:23][CH:22]=[CH:21][CH:20]=3)=[C:5]([CH2:4][C:3]([OH:25])=[O:2])[CH:9]=2)=[O:18])=[CH:12][CH:13]=1. The yield is 1.00. (3) The reactants are [CH3:1][N:2](C)[CH2:3][CH:4]1[CH:13]([O:14][C:15]2[CH:20]=[CH:19][CH:18]=[CH:17][C:16]=2[CH3:21])[C:12]2[C:7](=[CH:8][CH:9]=[CH:10][CH:11]=2)[O:6][CH2:5]1.C(N(C(C)C)CC)(C)C.ClC(OC(Cl)=O)C. The catalyst is ClCCCl. The product is [CH3:1][NH:2][CH2:3][CH:4]1[CH:13]([O:14][C:15]2[CH:20]=[CH:19][CH:18]=[CH:17][C:16]=2[CH3:21])[C:12]2[C:7](=[CH:8][CH:9]=[CH:10][CH:11]=2)[O:6][CH2:5]1. The yield is 0.760. (4) The reactants are F[C:2]1[CH:7]=[CH:6][C:5]([N+:8]([O-:10])=[O:9])=[CH:4][CH:3]=1.[C:11]([NH2:15])([CH3:14])([CH3:13])[CH3:12].O. The catalyst is CS(C)=O. The product is [C:11]([NH:15][C:2]1[CH:7]=[CH:6][C:5]([N+:8]([O-:10])=[O:9])=[CH:4][CH:3]=1)([CH3:14])([CH3:13])[CH3:12]. The yield is 0.730. (5) The reactants are [CH:1]1([C:4]2[N:5]=[C:6]3[C:12]([C:13](O)=[O:14])=[CH:11][N:10]([CH2:16][O:17][CH2:18][CH2:19][Si:20]([CH3:23])([CH3:22])[CH3:21])[C:7]3=[N:8][CH:9]=2)[CH2:3][CH2:2]1.Cl.[NH2:25][C@@H:26]([C:28]1([OH:33])[CH2:32][CH2:31][CH2:30][CH2:29]1)[CH3:27].C(Cl)CCl.C1C=CC2N(O)N=NC=2C=1.CCN(C(C)C)C(C)C. The catalyst is CN(C=O)C. The product is [OH:33][C:28]1([C@H:26]([NH:25][C:13]([C:12]2[C:6]3[C:7](=[N:8][CH:9]=[C:4]([CH:1]4[CH2:2][CH2:3]4)[N:5]=3)[N:10]([CH2:16][O:17][CH2:18][CH2:19][Si:20]([CH3:23])([CH3:22])[CH3:21])[CH:11]=2)=[O:14])[CH3:27])[CH2:32][CH2:31][CH2:30][CH2:29]1. The yield is 0.960.